Dataset: Forward reaction prediction with 1.9M reactions from USPTO patents (1976-2016). Task: Predict the product of the given reaction. Given the reactants [CH3:1][O:2][C:3]([CH:5]1[CH2:9][CH2:8][CH2:7][CH:6]1[NH2:10])=[O:4].[F:11][C:12]1[CH:19]=[CH:18][C:15]([CH:16]=O)=[CH:14][CH:13]=1.C([BH3-])#N.[Na+].C(=O)(O)[O-].[Na+], predict the reaction product. The product is: [CH3:1][O:2][C:3]([CH:5]1[CH2:9][CH2:8][CH2:7][CH:6]1[NH:10][CH2:16][C:15]1[CH:18]=[CH:19][C:12]([F:11])=[CH:13][CH:14]=1)=[O:4].